Dataset: Catalyst prediction with 721,799 reactions and 888 catalyst types from USPTO. Task: Predict which catalyst facilitates the given reaction. (1) Reactant: [NH:1]1[C:9]2[C:4](=[CH:5][CH:6]=[CH:7][CH:8]=2)[CH2:3][C:2]1=[O:10].[CH2:11]([N:13]([CH2:28][CH3:29])[CH2:14][CH2:15][CH2:16][C:17]1[CH:18]=[C:19]2[C:23](=[CH:24][CH:25]=1)[NH:22][C:21]([CH:26]=O)=[CH:20]2)[CH3:12].N1CCCCC1. Product: [CH2:28]([N:13]([CH2:11][CH3:12])[CH2:14][CH2:15][CH2:16][C:17]1[CH:18]=[C:19]2[C:23](=[CH:24][CH:25]=1)[NH:22][C:21]([CH:26]=[C:3]1[C:4]3[C:9](=[CH:8][CH:7]=[CH:6][CH:5]=3)[NH:1][C:2]1=[O:10])=[CH:20]2)[CH3:29]. The catalyst class is: 8. (2) Reactant: C1(P(N=[N+]=[N-])(C2C=CC=CC=2)=[O:8])C=CC=CC=1.[CH3:18][C:19]1[C:37](C(O)=O)=[C:22]2[N:23]=[C:24]([C:27]3[CH:32]=[CH:31][CH:30]=[CH:29][C:28]=3[C:33]([F:36])([F:35])[F:34])[CH:25]=[CH:26][N:21]2[N:20]=1.C([N:43]([CH2:46]C)CC)C.[CH2:48]([OH:55])[C:49]1[CH:54]=[CH:53][CH:52]=[CH:51][CH:50]=1.[NH4+].[Cl-]. Product: [CH3:18][C:19]1[C:37]([NH:43][C:46](=[O:8])[O:55][CH2:48][C:49]2[CH:54]=[CH:53][CH:52]=[CH:51][CH:50]=2)=[C:22]2[N:23]=[C:24]([C:27]3[CH:32]=[CH:31][CH:30]=[CH:29][C:28]=3[C:33]([F:34])([F:36])[F:35])[CH:25]=[CH:26][N:21]2[N:20]=1. The catalyst class is: 11.